This data is from Full USPTO retrosynthesis dataset with 1.9M reactions from patents (1976-2016). The task is: Predict the reactants needed to synthesize the given product. (1) Given the product [ClH:8].[NH2:33][CH2:32][CH2:31][NH:30][C:28](=[O:29])[C:24]1[CH:25]=[CH:26][CH:27]=[C:22]([C:21]2[C:15]3[S:14][C:13]([CH2:12][C:11]4[CH:41]=[C:42]([F:44])[CH:43]=[C:9]([Cl:8])[CH:10]=4)=[CH:17][C:16]=3[CH:18]=[CH:19][CH:20]=2)[CH:23]=1, predict the reactants needed to synthesize it. The reactants are: Cl.C(OCC)(=O)C.[Cl:8][C:9]1[CH:10]=[C:11]([CH:41]=[C:42]([F:44])[CH:43]=1)[CH2:12][C:13]1[S:14][C:15]2[C:21]([C:22]3[CH:23]=[C:24]([C:28]([NH:30][CH2:31][CH2:32][NH:33]C(=O)OC(C)(C)C)=[O:29])[CH:25]=[CH:26][CH:27]=3)=[CH:20][CH:19]=[CH:18][C:16]=2[CH:17]=1.Cl.CO. (2) Given the product [CH3:17][N:16]1[CH2:18][CH2:19][C:8]([C:5]2[CH:6]=[CH:7][N:2]=[CH:3][CH:4]=2)([C:9]#[N:10])[CH2:14][CH2:15]1, predict the reactants needed to synthesize it. The reactants are: Cl.[N:2]1[CH:7]=[CH:6][C:5]([CH2:8][C:9]#[N:10])=[CH:4][CH:3]=1.[H-].[Na+].Cl[CH2:14][CH2:15][N:16]([CH2:18][CH2:19]Cl)[CH3:17]. (3) Given the product [CH3:12][N:8]([C@@H:9]([CH2:10][CH2:11][CH2:39][CH3:40])[C:13](=[O:15])[NH:35][C@@H:32]1[C@@H:30]2[C@@H:29]([CH2:28][N:27]([S:24]([C:20]3[CH:21]=[CH:22][CH:23]=[C:18]([C:17]([F:16])([F:36])[F:37])[CH:19]=3)(=[O:25])=[O:26])[CH2:31]2)[CH2:34][CH2:33]1)[C:6](=[O:7])[O:5][C:1]([CH3:2])([CH3:3])[CH3:4], predict the reactants needed to synthesize it. The reactants are: [C:1]([O:5][C:6]([N:8]1[CH2:12][CH2:11][CH2:10][C@H:9]1[C:13]([OH:15])=O)=[O:7])([CH3:4])([CH3:3])[CH3:2].[F:16][C:17]([F:37])([F:36])[C:18]1[CH:19]=[C:20]([S:24]([N:27]2[CH2:31][C@@H:30]3[C@@H:32]([NH2:35])[CH2:33][CH2:34][C@@H:29]3[CH2:28]2)(=[O:26])=[O:25])[CH:21]=[CH:22][CH:23]=1.F[C:39](F)(F)[C:40]1C=C(S(N2C[C@H]3[C@H](N)CC[C@H]3C2)(=O)=O)C=CC=1.